Regression/Classification. Given a drug SMILES string, predict its absorption, distribution, metabolism, or excretion properties. Task type varies by dataset: regression for continuous measurements (e.g., permeability, clearance, half-life) or binary classification for categorical outcomes (e.g., BBB penetration, CYP inhibition). Dataset: cyp1a2_veith. From a dataset of CYP1A2 inhibition data for predicting drug metabolism from PubChem BioAssay. (1) The drug is COc1ccc(/C=C2\N=C(SC)N(C)C2=O)cc1. The result is 1 (inhibitor). (2) The drug is O=C(NNC(=O)c1cc(-c2ccc(Cl)c(Cl)c2)nc2ccccc12)Nc1ccccc1. The result is 1 (inhibitor). (3) The molecule is Clc1ccc(CCNc2nc3ccccc3s2)cc1. The result is 1 (inhibitor). (4) The result is 0 (non-inhibitor). The molecule is O=S(=O)(c1ccccc1)N1CCC2(CCCN(Cc3ccccc3)C2)CC1. (5) The drug is COc1c(/C=N/Nc2ccc([N+](=O)[O-])cc2[N+](=O)[O-])c(C)nn1-c1ccccc1. The result is 0 (non-inhibitor).